This data is from Reaction yield outcomes from USPTO patents with 853,638 reactions. The task is: Predict the reaction yield, written as a fraction of the theoretical maximum amount of product (1.0 means a 100% yield; for example, 0.34 means a 34% yield). (1) The product is [CH2:25]([O:32][C:33]1[C:42]2[C:37](=[CH:38][CH:39]=[C:40]([F:43])[CH:41]=2)[CH:36]=[C:35]([CH2:20][Cl:24])[C:34]=1[CH3:46])[C:26]1[CH:27]=[CH:28][CH:29]=[CH:30][CH:31]=1. The reactants are C1(P(C2C=CC=CC=2)C2C=CC=CC=2)C=CC=CC=1.[C:20]([Cl:24])(Cl)(Cl)Cl.[CH2:25]([O:32][C:33]1[C:42]2[C:37](=[CH:38][CH:39]=[C:40]([F:43])[CH:41]=2)[CH:36]=[C:35](CO)[C:34]=1[CH3:46])[C:26]1[CH:31]=[CH:30][CH:29]=[CH:28][CH:27]=1. The yield is 0.810. The catalyst is C1COCC1. (2) The reactants are [C:1]([O:10][CH3:11])(=[O:9])[C:2]([CH2:4][C:5]([O:7][CH3:8])=[O:6])=[CH2:3].[H][H]. The catalyst is [B-](F)(F)(F)F.C1C2C=CC1C=C2.C1C2C=CC1C=C2.[Rh].PP.C1(C)C=CC=CC=1.CO.CO. The product is [CH3:3][CH:2]([CH2:4][C:5]([O:7][CH3:8])=[O:6])[C:1]([O:10][CH3:11])=[O:9]. The yield is 1.00. (3) The reactants are [NH2:1][C:2]1[CH:30]=[CH:29][C:5]([C:6]([NH:8][C@H:9]2[CH2:14][CH2:13][CH2:12][C@@H:11]([NH:15][C:16]3[N:21]=[C:20]([C:22]4[CH:23]=[N:24][CH:25]=[CH:26][CH:27]=4)[C:19]([Cl:28])=[CH:18][N:17]=3)[CH2:10]2)=[O:7])=[CH:4][CH:3]=1.C[CH2:32][N:33]([CH:37]([CH3:39])C)[CH:34](C)C.BrC/C=[CH:43]/[C:44](Cl)=[O:45].C(Cl)Cl.CNC.C1COCC1. The catalyst is CN1C(=O)CCC1.C1COCC1. The product is [Cl:28][C:19]1[C:20]([C:22]2[CH:23]=[N:24][CH:25]=[CH:26][CH:27]=2)=[N:21][C:16]([NH:15][C@@H:11]2[CH2:12][CH2:13][CH2:14][C@H:9]([NH:8][C:6](=[O:7])[C:5]3[CH:29]=[CH:30][C:2]([NH:1][C:44](=[O:45])/[CH:43]=[CH:39]/[CH2:37][N:33]([CH3:32])[CH3:34])=[CH:3][CH:4]=3)[CH2:10]2)=[N:17][CH:18]=1. The yield is 0.250. (4) The reactants are [F:1][C:2]([F:18])([F:17])[C:3]1[CH:8]=[CH:7][C:6]([C:9]2[N:14]=[CH:13][C:12]([CH:15]=O)=[CH:11][N:10]=2)=[CH:5][CH:4]=1.[CH3:19][C:20]([S@@:23]([NH2:25])=[O:24])([CH3:22])[CH3:21].CO.C([O-])(O)=O.[Na+]. The catalyst is ClCCl.[O-]CC.[Ti+4].[O-]CC.[O-]CC.[O-]CC. The product is [F:1][C:2]([F:18])([F:17])[C:3]1[CH:8]=[CH:7][C:6]([C:9]2[N:14]=[CH:13][C:12](/[CH:15]=[N:25]/[S@:23]([C:20]([CH3:22])([CH3:21])[CH3:19])=[O:24])=[CH:11][N:10]=2)=[CH:5][CH:4]=1. The yield is 0.990. (5) The reactants are [CH3:1][C:2]1[C:6]([C:7]2[C:16]3[O:15][CH2:14][CH:13]([C:17]4[C:18]([C:23]([OH:25])=[O:24])=[N:19][CH:20]=[CH:21][CH:22]=4)[N:12]4[C:26](=[O:28])[NH:27][C:10]([C:11]=34)=[CH:9][CH:8]=2)=[C:5]([CH3:29])[O:4][N:3]=1.[CH3:30]O. The catalyst is S(=O)(=O)(O)O. The product is [CH3:1][C:2]1[C:6]([C:7]2[C:16]3[O:15][CH2:14][CH:13]([C:17]4[C:18]([C:23]([O:25][CH3:30])=[O:24])=[N:19][CH:20]=[CH:21][CH:22]=4)[N:12]4[C:26](=[O:28])[NH:27][C:10]([C:11]=34)=[CH:9][CH:8]=2)=[C:5]([CH3:29])[O:4][N:3]=1. The yield is 0.990.